From a dataset of Full USPTO retrosynthesis dataset with 1.9M reactions from patents (1976-2016). Predict the reactants needed to synthesize the given product. (1) Given the product [CH3:1][O:2][C:3](=[O:30])[CH2:4][C@H:5]1[C:9]2[CH:10]=[CH:11][C:12]([O:14][C@H:15]3[C:23]4[C:18](=[C:19]([CH:28]=[O:31])[C:20]([C:24]([F:26])([F:27])[F:25])=[CH:21][CH:22]=4)[CH2:17][CH2:16]3)=[CH:13][C:8]=2[O:7][CH2:6]1, predict the reactants needed to synthesize it. The reactants are: [CH3:1][O:2][C:3](=[O:30])[CH2:4][C@H:5]1[C:9]2[CH:10]=[CH:11][C:12]([O:14][C@H:15]3[C:23]4[C:18](=[C:19]([CH:28]=C)[C:20]([C:24]([F:27])([F:26])[F:25])=[CH:21][CH:22]=4)[CH2:17][CH2:16]3)=[CH:13][C:8]=2[O:7][CH2:6]1.[O:31]1CCCC1. (2) Given the product [C:20]1([S:26]([O-:29])(=[O:28])=[O:27])[CH:25]=[CH:24][CH:23]=[CH:22][CH:21]=1.[CH3:1][S:2]([N:5]1[CH:9]=[C:8]2[CH2:10][NH2+:11][CH2:12][C:7]2=[N:6]1)(=[O:3])=[O:4], predict the reactants needed to synthesize it. The reactants are: [CH3:1][S:2]([N:5]1[CH:9]=[C:8]2[CH2:10][N:11](C(OC(C)(C)C)=O)[CH2:12][C:7]2=[N:6]1)(=[O:4])=[O:3].[C:20]1([S:26]([OH:29])(=[O:28])=[O:27])[CH:25]=[CH:24][CH:23]=[CH:22][CH:21]=1. (3) Given the product [C:14]1([CH:13]=[N:1][C:2]2[CH:11]=[CH:10][CH:9]=[C:8]3[C:3]=2[CH:4]=[CH:5][C:6]([OH:12])=[CH:7]3)[CH:19]=[CH:18][CH:17]=[CH:16][CH:15]=1, predict the reactants needed to synthesize it. The reactants are: [NH2:1][C:2]1[CH:11]=[CH:10][CH:9]=[C:8]2[C:3]=1[CH:4]=[CH:5][C:6]([OH:12])=[CH:7]2.[CH:13](=O)[C:14]1[CH:19]=[CH:18][CH:17]=[CH:16][CH:15]=1.S([O-])([O-])(=O)=O.[Mg+2]. (4) Given the product [CH3:24][N:25]1[C:33]2[C:28](=[CH:29][CH:30]=[C:31]([NH:34][C:2]3[C:11]4=[N:12][NH:13][CH:14]=[C:10]4[C:9]4[CH:8]=[CH:7][CH:6]=[CH:5][C:4]=4[N:3]=3)[CH:32]=2)[CH:27]=[N:26]1, predict the reactants needed to synthesize it. The reactants are: Cl[C:2]1[C:11]2=[N:12][N:13](CC3C=CC(OC)=CC=3)[CH:14]=[C:10]2[C:9]2[CH:8]=[CH:7][CH:6]=[CH:5][C:4]=2[N:3]=1.[CH3:24][N:25]1[C:33]2[C:28](=[CH:29][CH:30]=[C:31]([NH2:34])[CH:32]=2)[CH:27]=[N:26]1.Cl. (5) Given the product [CH2:1]([O:3][C:4]([C:6]1[CH:7]=[N:8][C:9]2[C:14]([C:15]=1[Cl:20])=[CH:13][C:12]([F:17])=[CH:11][CH:10]=2)=[O:5])[CH3:2], predict the reactants needed to synthesize it. The reactants are: [CH2:1]([O:3][C:4]([C:6]1[C:15](=O)[C:14]2[C:9](=[CH:10][CH:11]=[C:12]([F:17])[CH:13]=2)[NH:8][CH:7]=1)=[O:5])[CH3:2].S(Cl)([Cl:20])=O. (6) Given the product [C:14](=[O:15])([O:13][C:11]1[CH:12]=[CH:7][C:8]([C:21]2[CH:26]=[C:25]([O:27][CH3:28])[CH:24]=[CH:23][C:22]=2[F:29])=[C:9]([C:38]#[C:37][C:35]([CH3:39])([O:34][Si:33]([CH3:41])([CH3:40])[CH3:32])[CH3:36])[CH:10]=1)[O:16][C:17]([CH3:20])([CH3:19])[CH3:18], predict the reactants needed to synthesize it. The reactants are: FC(F)(F)S(O[C:7]1[CH:12]=[C:11]([O:13][C:14]([O:16][C:17]([CH3:20])([CH3:19])[CH3:18])=[O:15])[CH:10]=[CH:9][C:8]=1[C:21]1[CH:26]=[C:25]([O:27][CH3:28])[CH:24]=[CH:23][C:22]=1[F:29])(=O)=O.[CH3:32][Si:33]([CH3:41])([CH3:40])[O:34][C:35]([CH3:39])([C:37]#[CH:38])[CH3:36]. (7) Given the product [N:10]1([C:7]2[N:8]=[CH:9][C:4]([NH2:1])=[CH:5][CH:6]=2)[CH:14]=[N:13][CH:12]=[N:11]1, predict the reactants needed to synthesize it. The reactants are: [N+:1]([C:4]1[CH:5]=[CH:6][C:7]([N:10]2[CH:14]=[N:13][CH:12]=[N:11]2)=[N:8][CH:9]=1)([O-])=O.O.NN.